Dataset: Forward reaction prediction with 1.9M reactions from USPTO patents (1976-2016). Task: Predict the product of the given reaction. (1) Given the reactants [CH3:1][O:2][C:3]1[C:4]([C:10]2[CH2:11][CH2:12][NH:13][CH2:14][CH:15]=2)=[N:5][C:6]([CH3:9])=[N:7][CH:8]=1.[H][H], predict the reaction product. The product is: [CH3:1][O:2][C:3]1[C:4]([CH:10]2[CH2:11][CH2:12][NH:13][CH2:14][CH2:15]2)=[N:5][C:6]([CH3:9])=[N:7][CH:8]=1. (2) Given the reactants [H-].[Na+].[CH2:3]([OH:6])[C:4]#[CH:5].F[C:8]1[C:13]([F:14])=[CH:12][C:11]([F:15])=[CH:10][N:9]=1.O, predict the reaction product. The product is: [F:14][C:13]1[C:8]([O:6][CH2:3][C:4]#[CH:5])=[N:9][CH:10]=[C:11]([F:15])[CH:12]=1. (3) Given the reactants [F:1][C:2]1[CH:7]=[CH:6][C:5]([C@H:8]([NH:10][C@H:11]2[CH2:15][CH2:14][C@@H:13]([C:16]3[CH:17]=[N:18][C:19](F)=[CH:20][CH:21]=3)[CH2:12]2)[CH3:9])=[CH:4][C:3]=1[O:23][CH3:24].[CH2:25]([CH2:27][NH2:28])[OH:26], predict the reaction product. The product is: [F:1][C:2]1[CH:7]=[CH:6][C:5]([C@H:8]([NH:10][C@H:11]2[CH2:15][CH2:14][C@@H:13]([C:16]3[CH:21]=[CH:20][C:19]([NH:28][CH2:27][CH2:25][OH:26])=[N:18][CH:17]=3)[CH2:12]2)[CH3:9])=[CH:4][C:3]=1[O:23][CH3:24]. (4) Given the reactants [CH3:1][O:2][C:3]1[CH:26]=[CH:25][C:6]([C:7](Cl)([C:16]2[CH:21]=[CH:20][C:19]([O:22][CH3:23])=[CH:18][CH:17]=2)[C:8]2[CH:13]=[CH:12][C:11]([O:14][CH3:15])=[CH:10][CH:9]=2)=[CH:5][CH:4]=1.[NH:27]1[CH2:32][CH2:31][CH2:30][CH2:29][CH2:28]1, predict the reaction product. The product is: [CH3:1][O:2][C:3]1[CH:26]=[CH:25][C:6]([C:7]([C:16]2[CH:21]=[CH:20][C:19]([O:22][CH3:23])=[CH:18][CH:17]=2)([C:8]2[CH:13]=[CH:12][C:11]([O:14][CH3:15])=[CH:10][CH:9]=2)[N:27]2[CH2:32][CH2:31][CH2:30][CH2:29][CH2:28]2)=[CH:5][CH:4]=1. (5) Given the reactants [CH3:1][C:2]1[CH:7]=[CH:6][C:5]([C:8]2[C:17]3[C:12](=[CH:13][C:14]([C:18](=[O:20])[CH3:19])=[CH:15][CH:16]=3)[C:11]([CH3:22])([CH3:21])[CH2:10][CH:9]=2)=[CH:4][CH:3]=1.[C:23]([C:26]1[CH:33]=[CH:32][C:29]([CH:30]=O)=[CH:28][CH:27]=1)([OH:25])=[O:24].[OH-].[Na+], predict the reaction product. The product is: [O:20]=[C:18]([C:14]1[CH:15]=[CH:16][C:17]2[C:8]([C:5]3[CH:6]=[CH:7][C:2]([CH3:1])=[CH:3][CH:4]=3)=[CH:9][CH2:10][C:11]([CH3:22])([CH3:21])[C:12]=2[CH:13]=1)[CH:19]=[CH:30][C:29]1[CH:32]=[CH:33][C:26]([C:23]([OH:25])=[O:24])=[CH:27][CH:28]=1. (6) Given the reactants [O:1]=[C:2]([CH3:17])[CH2:3][C:4]1[CH:16]=[CH:15][C:7]([O:8][CH2:9][C:10]([O:12]CC)=[O:11])=[CH:6][CH:5]=1.O.[OH-].[Li+], predict the reaction product. The product is: [O:1]=[C:2]([CH3:17])[CH2:3][C:4]1[CH:16]=[CH:15][C:7]([O:8][CH2:9][C:10]([OH:12])=[O:11])=[CH:6][CH:5]=1.